From a dataset of Full USPTO retrosynthesis dataset with 1.9M reactions from patents (1976-2016). Predict the reactants needed to synthesize the given product. (1) The reactants are: [CH3:1][N:2]1[C:7](=[O:8])[C:6]([C:9]2[CH:14]=[CH:13][CH:12]=[C:11]([C:15]([F:18])([F:17])[F:16])[CH:10]=2)=[CH:5][C:4]([CH3:19])=[C:3]1[C:20](O)=[O:21].COC(C1C(C)=CC(C2C=CC=C(C(F)(F)F)C=2)=C(O)N=1)=O.CI.C(=O)([O-])[O-].[Cs+].[Cs+].COC(C1N(C)C(=O)C(C2C=CC=C(C(F)(F)F)C=2)=CC=1C)=O.[OH-].[Li+].C(Cl)(=O)C(Cl)=O.CN(C=O)C.[N:89]1([CH:94]2[CH2:99][CH2:98][NH:97][CH2:96][CH2:95]2)[CH2:93][CH2:92][CH2:91][CH2:90]1. Given the product [CH3:1][N:2]1[C:3]([C:20]([N:97]2[CH2:98][CH2:99][CH:94]([N:89]3[CH2:93][CH2:92][CH2:91][CH2:90]3)[CH2:95][CH2:96]2)=[O:21])=[C:4]([CH3:19])[CH:5]=[C:6]([C:9]2[CH:14]=[CH:13][CH:12]=[C:11]([C:15]([F:16])([F:17])[F:18])[CH:10]=2)[C:7]1=[O:8], predict the reactants needed to synthesize it. (2) Given the product [CH2:4]([C:10]1[CH:11]=[N:12][C:13]2[C:18]([CH:19]=1)=[CH:17][CH:16]=[CH:15][C:14]=2[C:20]([NH:22][C:23]1[CH:24]=[C:25]([CH:34]=[CH:35][CH:36]=1)[O:26][CH2:27][C:28]([OH:30])=[O:29])=[O:21])[CH2:5][CH2:6][CH2:7][CH2:8][CH3:9], predict the reactants needed to synthesize it. The reactants are: [OH-].[Li+].O.[CH2:4]([C:10]1[CH:11]=[N:12][C:13]2[C:18]([CH:19]=1)=[CH:17][CH:16]=[CH:15][C:14]=2[C:20]([NH:22][C:23]1[CH:24]=[C:25]([CH:34]=[CH:35][CH:36]=1)[O:26][CH2:27][C:28]([O:30]C(C)C)=[O:29])=[O:21])[CH2:5][CH2:6][CH2:7][CH2:8][CH3:9]. (3) Given the product [NH:29]1[C:37]2[C:32](=[CH:33][C:34]([C:11]3[N:12]=[C:13]([N:14]4[CH2:19][CH2:18][O:17][CH2:16][C@@H:15]4[CH3:20])[C:8]4[CH2:7][CH2:6][N:5]([C:22]([O:24][C:25]([CH3:27])([CH3:26])[CH3:28])=[O:23])[CH2:4][C:9]=4[N:10]=3)=[CH:35][CH:36]=2)[CH:31]=[CH:30]1, predict the reactants needed to synthesize it. The reactants are: C([CH:4]1[C:9]2[N:10]=[C:11](Cl)[N:12]=[C:13]([N:14]3[CH2:19][CH2:18][O:17][CH2:16][C@@H:15]3[CH3:20])[C:8]=2[CH2:7][CH2:6][N:5]1[C:22]([O:24][C:25]([CH3:28])([CH3:27])[CH3:26])=[O:23])C=C.[NH:29]1[C:37]2[C:32](=[CH:33][C:34](B(O)O)=[CH:35][CH:36]=2)[CH:31]=[CH:30]1.